From a dataset of Experimentally validated miRNA-target interactions with 360,000+ pairs, plus equal number of negative samples. Binary Classification. Given a miRNA mature sequence and a target amino acid sequence, predict their likelihood of interaction. The miRNA is mmu-miR-6953-5p with sequence AAGGGGCAGGGGCAGGGAUUCAAGUG. The protein sequence of the target gene is MAALSGGGGSSSGGGGGGGGGGGGGDGGGGAEQGQALFNGDMEPEAGAGAAASSAADPAIPEEVWNIKQMIKLTQEHIEALLDKFGGEHNPPSIYLEAYEEYTSKLDALQQREQQLLESLVFQTPTDASRNNPKSPQKPIVRVFLPNKQRTVVPARCGVTVRDSLKKALMMRGLIPECCAVYRIQDGEKKPIGWDTDISWLTGEELHVEVLENVPLTTHNFVRKTFFTLAFCDFCRKLLFQGFRCQTCGYKFHQRCSTEVPLMCVNYDQLDLLFVSKFFEHHPVPQEEASFPETALPSGS.... Result: 0 (no interaction).